This data is from TCR-epitope binding with 47,182 pairs between 192 epitopes and 23,139 TCRs. The task is: Binary Classification. Given a T-cell receptor sequence (or CDR3 region) and an epitope sequence, predict whether binding occurs between them. (1) The epitope is NEGVKAAW. The TCR CDR3 sequence is CASSWTQTENEAFF. Result: 0 (the TCR does not bind to the epitope). (2) The epitope is KAYNVTQAF. The TCR CDR3 sequence is CASSQDHGGLGEKLFF. Result: 1 (the TCR binds to the epitope). (3) The epitope is AVFDRKSDAK. The TCR CDR3 sequence is CASSQLSGRVNEQFF. Result: 0 (the TCR does not bind to the epitope).